Dataset: Full USPTO retrosynthesis dataset with 1.9M reactions from patents (1976-2016). Task: Predict the reactants needed to synthesize the given product. Given the product [Br-:1].[C:2]([CH:5]([CH2:29][CH3:30])[CH2:6][CH2:7][N:8]1[C:12]2[CH:13]=[CH:14][CH:15]=[CH:16][C:11]=2[S:10][C:9]1=[CH:17][C:18]1[C:27]2[C:22](=[CH:23][CH:24]=[CH:25][CH:26]=2)[N+:21]([CH3:28])=[CH:20][CH:19]=1)([OH:4])=[O:3], predict the reactants needed to synthesize it. The reactants are: [Br-:1].[C:2]([CH:5]([CH2:29][CH2:30]C)[CH2:6][CH2:7][N:8]1[C:12]2[CH:13]=[CH:14][CH:15]=[CH:16][C:11]=2[S:10][C:9]1=[CH:17][C:18]1[C:27]2[C:22](=[CH:23][CH:24]=[CH:25][CH:26]=2)[N+:21]([CH3:28])=[CH:20][CH:19]=1)([OH:4])=[O:3].[Br-].C(C(CC)CCC[N+]1C2C=CC=CC=2SC=1C)(O)=O.[Br-].CC1SC2C=CC=CC=2[NH+]=1.